Task: Binary Classification. Given a miRNA mature sequence and a target amino acid sequence, predict their likelihood of interaction.. Dataset: Experimentally validated miRNA-target interactions with 360,000+ pairs, plus equal number of negative samples (1) Result: 0 (no interaction). The protein sequence of the target gene is MSATSVDQRPKGQGNKVSVQNGSIHQKDAVNDDDFEPYLSSQTNQSNSYPPMSDPYMPSYYAPSIGFPYSLGEAAWSTAGDQPMPYLTTYGQMSNGEHHYIPDGVFSQPGALGNTPPFLGQHGFNFFPGNADFSTWGTSGSQGQSTQSSAYSSSYGYPPSSLGRAITDGQAGFGNDTLSKVPGISSIEQGMTGLKIGGDLTAAVTKTVGTALSSSGMTSIATNSVPPVSSAAPKPTSWAAIARKPAKPQPKLKPKGNVGIGGSAVPPPPIKHNMNIGTWDEKGSVVKAPPTQPVLPPQTI.... The miRNA is hsa-miR-4310 with sequence GCAGCAUUCAUGUCCC. (2) The miRNA is hsa-miR-6793-5p with sequence UGUGGGUUCUGGGUUGGGGUGA. The protein sequence of the target gene is MDEEKLPCELHKEGSATQEDHGLEPEEEPGLQNGTAASEGLSSHISGPGGEKTLEGTMEPVRGPDVALPGLNLSLTNGLALGQDGNILEDSIEFKTWRSGPAEEEDVPGSPCPDAGDPQLGLDCPGEPDVRDGFSATFEKILESELLRGTQYSSLDSLDVLSLTDESDSCVSFEAPLTPLIQQRARDSPEAGAGLGNGDMGPEGDLGATGGCDGELGSPLRRSISSSRSENVLSHLSLTSVPNGFHEDGPGGSGGDDEDDEDTDKLLNSASDTSLKDGLSDSDSELSSSEGLEPGSTDPL.... Result: 0 (no interaction). (3) The miRNA is hsa-miR-4717-3p with sequence ACACAUGGGUGGCUGUGGCCU. The protein sequence of the target gene is MKKSQREDIFKKMSEEMDNITAEEIIDKHLQKDLDAEENQNVAKTLRGKVREKLKISKINKGEKSSTEQLIDSEIHQRSKLSPQTEVSLDESLSFFILSGEEGSALGKSSEQRPVNRSYPKCFSLGVNLQNVAESEEEEFMKEFILTDILKVKAADYEDDQEQIKKQKANIFVPSSSPVVNQRKLPKDMMPRILEDEGFYIQRKPEIYKKTCNKMENRLLKLEEGKCWFGESGEIMSLPTPIKQSWNFRLNVRKEPLNPLLKTIYRKAVKYDLGSSFMNKMEGSREIYQLDLNIVGLQFS.... Result: 0 (no interaction). (4) The miRNA is hsa-miR-3151-3p with sequence CCUGAUCCCACAGCCCACCU. The protein sequence of the target gene is MKRLPLLVVFSTLLNCSYTQNCTKTPCLPNAKCEIRNGIEACYCNMGFSGNGVTICEDDNECGNLTQSCGENANCTNTEGSYYCMCVPGFRSSSNQDRFITNDGTVCIENVNANCHLDNVCIAANINKTLTKIRSIKEPVALLQEVYRNSVTDLSPTDIITYIEILAESSSLLGYKNNTISAKDTLSNSTLTEFVKTVNNFVQRDTFVVWDKLSVNHRRTHLTKLMHTVEQATLRISQSFQKTTEFDTNSTDIALKVFFFDSYNMKHIHPHMNMDGDYINIFPKRKAAYDSNGNVAVAFV.... Result: 0 (no interaction). (5) The miRNA is hsa-miR-523-5p with sequence CUCUAGAGGGAAGCGCUUUCUG. The protein sequence of the target gene is MAAAASPAILPRLAILPYLLFDWSGTGRADAHSLWYNFTIIHLPRHGQQWCEVQSQVDQKNFLSYDCGSDKVLSMGHLEEQLYATDAWGKQLEMLREVGQRLRLELADTELEDFTPSGPLTLQVRMSCECEADGYIRGSWQFSFDGRKFLLFDSNNRKWTVVHAGARRMKEKWEKDSGLTTFFKMVSMRDCKSWLRDFLMHRKKRLEPTAPPTMAPGLAQPKAIATTLSPWSFLIILCFILPGI. Result: 1 (interaction). (6) The miRNA is mmu-miR-1193-5p with sequence UGGUAGACCGGUGACGUACA. The protein sequence of the target gene is MSRSAAASGGPRRPDQHLSPAPCGASGPPETFRTESDGAGTMNKLRQSLRRRKPAYVPEASRPHQWQADEDAVRKGTCSFPVRYLGHVEVEESRGMHVCEDAVKKLKAMGRKSVKSVLWVSADGLRVVDDKTKDLLVDQTIEKVSFCAPDRNLDKAFSYICRDGTTRRWICHCFLALKDSGERLSHAVGCAFAACLERKQRREKECGVTAAFDASRTSFAREGSFRLSGGGRPAEREAGDKKKAEAAAAPAVAPGPAQPGHVSPTPATTSPGEKGEAGTPVAAGTTAAAIPRRHAPLEQL.... Result: 0 (no interaction).